From a dataset of Reaction yield outcomes from USPTO patents with 853,638 reactions. Predict the reaction yield, written as a fraction of the theoretical maximum amount of product (1.0 means a 100% yield; for example, 0.34 means a 34% yield). The reactants are F[C:2]1[CH:9]=[C:8]([C:10]([F:13])([F:12])[F:11])[CH:7]=[CH:6][C:3]=1[C:4]#[N:5].[Br:14][C:15]1[CH:22]=[C:21]([OH:23])[CH:20]=[CH:19][C:16]=1[CH:17]=[O:18].[F-].[K+].[OH-].[Na+]. The catalyst is CN(C=O)C. The product is [Br:14][C:15]1[CH:22]=[C:21]([CH:20]=[CH:19][C:16]=1[CH:17]=[O:18])[O:23][C:2]1[CH:9]=[C:8]([C:10]([F:13])([F:12])[F:11])[CH:7]=[CH:6][C:3]=1[C:4]#[N:5]. The yield is 0.960.